This data is from Catalyst prediction with 721,799 reactions and 888 catalyst types from USPTO. The task is: Predict which catalyst facilitates the given reaction. (1) Reactant: C[O:2][C:3](=O)[C:4]1[CH:9]=[CH:8][CH:7]=[N:6][C:5]=1[C:10]1[CH:15]=[CH:14][C:13]([F:16])=[CH:12][C:11]=1[F:17].[H-].[H-].[H-].[H-].[Li+].[Al+3]. Product: [F:17][C:11]1[CH:12]=[C:13]([F:16])[CH:14]=[CH:15][C:10]=1[C:5]1[C:4]([CH2:3][OH:2])=[CH:9][CH:8]=[CH:7][N:6]=1. The catalyst class is: 1. (2) Reactant: [CH:1]1([CH2:4][OH:5])[CH2:3][CH2:2]1.[H-].[Na+].Br[C:9]1[N:10]=[CH:11][C:12]([C:22]([OH:24])=[O:23])=[N:13][C:14]=1[C:15]1[CH:20]=[CH:19][C:18]([Cl:21])=[CH:17][CH:16]=1.Cl. Product: [Cl:21][C:18]1[CH:17]=[CH:16][C:15]([C:14]2[N:13]=[C:12]([C:22]([OH:24])=[O:23])[CH:11]=[N:10][C:9]=2[O:5][CH2:4][CH:1]2[CH2:3][CH2:2]2)=[CH:20][CH:19]=1. The catalyst class is: 18. (3) Reactant: [CH3:1][O:2][C:3]([C:5]1[CH:10]=[CH:9][C:8]([S:11](Cl)(=[O:13])=[O:12])=[CH:7][C:6]=1[CH3:15])=[O:4].[NH2:16][C:17]1[N:18]=[CH:19][C:20]2[C:25]([C:26]=1[CH:27]1[CH2:29][CH2:28]1)=[CH:24][CH:23]=[CH:22][CH:21]=2. Product: [CH:27]1([C:26]2[C:25]3[C:20](=[CH:21][CH:22]=[CH:23][CH:24]=3)[CH:19]=[N:18][C:17]=2[NH:16][S:11]([C:8]2[CH:9]=[CH:10][C:5]([C:3]([O:2][CH3:1])=[O:4])=[C:6]([CH3:15])[CH:7]=2)(=[O:13])=[O:12])[CH2:29][CH2:28]1. The catalyst class is: 17. (4) The catalyst class is: 1. Reactant: [Br:1][C:2]1[CH:9]=[CH:8][C:7]([Cl:10])=[CH:6][C:3]=1[C:4]#[N:5].[CH3:11][CH2:12][Mg+].[Br-].B(F)(F)F.CCOCC. Product: [Br:1][C:2]1[CH:9]=[CH:8][C:7]([Cl:10])=[CH:6][C:3]=1[C:4]1([NH2:5])[CH2:12][CH2:11]1. (5) Reactant: [CH2:1]([NH:3][C:4](=[O:42])[NH:5][C:6]1[S:7][C:8]2[C:14]([NH:15][C:16](=[O:23])[C:17]3[CH:22]=[CH:21][CH:20]=[CH:19][N:18]=3)=[CH:13][C:12]([C:24]3[CH:25]=[N:26][C:27]([N:30]4[CH2:35][CH2:34][C:33]([CH3:41])([C:36]([O:38]CC)=[O:37])[CH2:32][CH2:31]4)=[N:28][CH:29]=3)=[CH:11][C:9]=2[N:10]=1)[CH3:2].CC(C)([O-])C.[K+]. Product: [CH2:1]([NH:3][C:4](=[O:42])[NH:5][C:6]1[S:7][C:8]2[C:14]([NH:15][C:16](=[O:23])[C:17]3[CH:22]=[CH:21][CH:20]=[CH:19][N:18]=3)=[CH:13][C:12]([C:24]3[CH:25]=[N:26][C:27]([N:30]4[CH2:35][CH2:34][C:33]([CH3:41])([C:36]([OH:38])=[O:37])[CH2:32][CH2:31]4)=[N:28][CH:29]=3)=[CH:11][C:9]=2[N:10]=1)[CH3:2]. The catalyst class is: 16. (6) Reactant: [N-:1]=[N+:2]=[N-:3].[Na+].CS(O[CH2:10][CH2:11][N:12]1[C:16]2[CH:17]=[CH:18][CH:19]=[CH:20][C:15]=2[N:14]=[C:13]1[CH2:21][N:22]1[C:26]2[CH:27]=[CH:28][CH:29]=[CH:30][C:25]=2[N:24]=[N:23]1)(=O)=O. Product: [N:1]([CH2:10][CH2:11][N:12]1[C:16]2[CH:17]=[CH:18][CH:19]=[CH:20][C:15]=2[N:14]=[C:13]1[CH2:21][N:22]1[C:26]2[CH:27]=[CH:28][CH:29]=[CH:30][C:25]=2[N:24]=[N:23]1)=[N+:2]=[N-:3]. The catalyst class is: 35.